This data is from Reaction yield outcomes from USPTO patents with 853,638 reactions. The task is: Predict the reaction yield, written as a fraction of the theoretical maximum amount of product (1.0 means a 100% yield; for example, 0.34 means a 34% yield). (1) The reactants are [CH3:1][O:2][C:3]([C:5]1[C:10](Br)=[C:9]([NH2:12])[CH:8]=[C:7]([Cl:13])[N:6]=1)=[O:4].[CH3:14][Sn](C)(C)C. The catalyst is CN(C=O)C.Cl[Pd](Cl)([P](C1C=CC=CC=1)(C1C=CC=CC=1)C1C=CC=CC=1)[P](C1C=CC=CC=1)(C1C=CC=CC=1)C1C=CC=CC=1. The product is [CH3:1][O:2][C:3]([C:5]1[C:10]([CH3:14])=[C:9]([NH2:12])[CH:8]=[C:7]([Cl:13])[N:6]=1)=[O:4]. The yield is 0.530. (2) The reactants are I[C:2]1[CH:12]=[CH:11][C:5]([C:6]([O:8][CH2:9][CH3:10])=[O:7])=[CH:4][CH:3]=1.C([Mg]Cl)(C)C.[CH3:18][C:19]1([CH3:26])[CH2:22][CH:21]([C:23](Cl)=[O:24])[CH2:20]1. The catalyst is O1CCCC1.Cl.[Cu](I)I. The product is [CH3:18][C:19]1([CH3:26])[CH2:22][CH:21]([C:23]([C:2]2[CH:12]=[CH:11][C:5]([C:6]([O:8][CH2:9][CH3:10])=[O:7])=[CH:4][CH:3]=2)=[O:24])[CH2:20]1. The yield is 0.740.